From a dataset of Forward reaction prediction with 1.9M reactions from USPTO patents (1976-2016). Predict the product of the given reaction. (1) Given the reactants P(Cl)(Cl)(Cl)(Cl)Cl.[CH3:7][N:8]1[CH2:13]N(C)CN(C)[CH2:9]1.ClCN(CCl)C.[F:22][C:23]1[CH:46]=[CH:45][CH:44]=[C:43]([F:47])[C:24]=1[C:25]([NH:27][C:28]([NH:30][C:31]1[CH:36]=[CH:35][C:34]([S:37]([CH:39]([F:41])[F:40])=[O:38])=[CH:33][C:32]=1[F:42])=[O:29])=[O:26].C(N(CC)CC)C.[OH-].[Na+], predict the reaction product. The product is: [F:22][C:23]1[CH:46]=[CH:45][CH:44]=[C:43]([F:47])[C:24]=1[C:25]([N:27]1[CH2:9][N:8]([CH3:13])[CH2:7][N:30]([C:31]2[CH:36]=[CH:35][C:34]([S:37]([CH:39]([F:40])[F:41])=[O:38])=[CH:33][C:32]=2[F:42])[C:28]1=[O:29])=[O:26]. (2) Given the reactants C[O:2][C:3](=[O:28])[C:4]1[C:9](Cl)=[CH:8][CH:7]=[C:6]([C:11](=[O:27])[C:12]2[CH:17]=[CH:16][C:15]([N:18]([C:20]3[CH:25]=[CH:24][C:23]([Cl:26])=[CH:22][CH:21]=3)[CH3:19])=[CH:14][CH:13]=2)[N:5]=1.[C:29]1([OH:35])[CH:34]=[CH:33][CH:32]=[CH:31][CH:30]=1, predict the reaction product. The product is: [Cl:26][C:23]1[CH:24]=[CH:25][C:20]([N:18]([CH3:19])[C:15]2[CH:16]=[CH:17][C:12]([C:11]([C:6]3[N:5]=[C:4]([C:3]([OH:2])=[O:28])[C:9]([O:35][C:29]4[CH:34]=[CH:33][CH:32]=[CH:31][CH:30]=4)=[CH:8][CH:7]=3)=[O:27])=[CH:13][CH:14]=2)=[CH:21][CH:22]=1. (3) Given the reactants Cl[C:2]1[N:7]=[N:6][C:5]([S:8]([N:11]2[CH2:16][CH2:15][N:14]([C:17]3[CH:22]=[CH:21][C:20]([C:23]([OH:32])([C:28]([F:31])([F:30])[F:29])[C:24]([F:27])([F:26])[F:25])=[CH:19][CH:18]=3)[CH2:13][CH2:12]2)(=[O:10])=[O:9])=[CH:4][CH:3]=1.[OH-].[NH4+:34], predict the reaction product. The product is: [NH2:34][C:2]1[N:7]=[N:6][C:5]([S:8]([N:11]2[CH2:16][CH2:15][N:14]([C:17]3[CH:22]=[CH:21][C:20]([C:23]([OH:32])([C:28]([F:31])([F:30])[F:29])[C:24]([F:27])([F:26])[F:25])=[CH:19][CH:18]=3)[CH2:13][CH2:12]2)(=[O:10])=[O:9])=[CH:4][CH:3]=1. (4) Given the reactants [CH3:1][C:2]1[CH:7]=[CH:6][C:5]([C:8]23[NH:29][CH2:28][CH2:27][N:9]2[C:10](=[O:26])[C:11]2[N:12]([CH:14]=[C:15](B4OC(C)(C)C(C)(C)O4)[CH:16]=2)[CH2:13]3)=[CH:4][CH:3]=1.C(=O)([O-])[O-].[Cs+].[Cs+].Br[C:37]1[CH:42]=[CH:41][CH:40]=[CH:39][N:38]=1, predict the reaction product. The product is: [CH3:1][C:2]1[CH:3]=[CH:4][C:5]([C:8]23[NH:29][CH2:28][CH2:27][N:9]2[C:10](=[O:26])[C:11]2[N:12]([CH:14]=[C:15]([C:37]4[CH:42]=[CH:41][CH:40]=[CH:39][N:38]=4)[CH:16]=2)[CH2:13]3)=[CH:6][CH:7]=1. (5) The product is: [ClH:22].[OH:21][C@@H:10]1[C@@H:11]([CH2:13][CH2:14][C:15]2[CH:20]=[CH:19][CH:18]=[CH:17][CH:16]=2)[CH2:12][NH:8][CH2:9]1. Given the reactants C(OC([N:8]1[CH2:12][C@H:11]([CH2:13][CH2:14][C:15]2[CH:20]=[CH:19][CH:18]=[CH:17][CH:16]=2)[C@@H:10]([OH:21])[CH2:9]1)=O)(C)(C)C.[ClH:22], predict the reaction product. (6) The product is: [Cl:1][C:24]1[CH:25]=[C:20]([S:26]([N:29]2[CH2:34][CH2:33][O:32][C:31]3[N:35]=[CH:36][C:37]([C:39]([NH:2][C:3]4([C:9]([O:11][CH3:13])=[O:10])[CH2:8][CH2:7][O:6][CH2:5][CH2:4]4)=[O:40])=[CH:38][C:30]2=3)(=[O:27])=[O:19])[CH:21]=[CH:22][C:47]=1[Cl:49]. Given the reactants [ClH:1].[NH2:2][C:3]1([C:9]([OH:11])=[O:10])[CH2:8][CH2:7][O:6][CH2:5][CH2:4]1.[Si](C=[N+]=[N-])(C)(C)[CH3:13].[OH2:19].[C:20]1([S:26]([N:29]2[CH2:34][CH2:33][O:32][C:31]3[N:35]=[CH:36][C:37]([C:39](N4CCCCC4)=[O:40])=[CH:38][C:30]2=3)(=O)=[O:27])[CH:25]=[CH:24]C=[CH:22][CH:21]=1.[CH2:47]([Cl:49])Cl, predict the reaction product. (7) Given the reactants [CH3:1][C:2]1[CH:9]=[CH:8][C:5]([CH:6]=O)=[CH:4][N:3]=1.[C:10](Br)(Br)([Br:12])[Br:11].C1(P(C2C=CC=CC=2)C2C=CC=CC=2)C=CC=CC=1, predict the reaction product. The product is: [Br:11][C:10]([Br:12])=[CH:6][C:5]1[CH:8]=[CH:9][C:2]([CH3:1])=[N:3][CH:4]=1. (8) Given the reactants F[C:2]1[CH:7]=[CH:6][CH:5]=[CH:4][C:3]=1[NH:8][C:9](=[S:35])[NH:10][C:11]1[CH:16]=[CH:15][C:14]([C:17]2[CH:18]=[C:19]3[C:23](=[CH:24][CH:25]=2)[C:22](=[O:26])[N:21]([C@@H:27]([CH:32]([CH3:34])[CH3:33])[C:28]([O:30][CH3:31])=[O:29])[CH2:20]3)=[CH:13][CH:12]=1.NC1C=CC(C2C=C3C(=CC=2)[C:48](=[O:52])N([C@@H](C(C)C)C(OC)=O)C3)=CC=1.COC1C=C(N=C=S)C=CC=1, predict the reaction product. The product is: [CH3:48][O:52][C:7]1[CH:2]=[C:3]([NH:8][C:9](=[S:35])[NH:10][C:11]2[CH:16]=[CH:15][C:14]([C:17]3[CH:18]=[C:19]4[C:23](=[CH:24][CH:25]=3)[C:22](=[O:26])[N:21]([C@@H:27]([CH:32]([CH3:34])[CH3:33])[C:28]([O:30][CH3:31])=[O:29])[CH2:20]4)=[CH:13][CH:12]=2)[CH:4]=[CH:5][CH:6]=1. (9) The product is: [Si:17]([O:1][CH2:2][C:3]1[CH:4]=[CH:5][C:6]([S:9]([NH2:12])(=[O:10])=[O:11])=[CH:7][CH:8]=1)([C:14]([CH3:16])([CH3:15])[CH3:13])([CH3:19])[CH3:18]. Given the reactants [OH:1][CH2:2][C:3]1[CH:8]=[CH:7][C:6]([S:9]([NH2:12])(=[O:11])=[O:10])=[CH:5][CH:4]=1.[CH3:13][C:14]([Si:17](Cl)([CH3:19])[CH3:18])([CH3:16])[CH3:15].N1C=CN=C1, predict the reaction product.